The task is: Regression. Given a peptide amino acid sequence and an MHC pseudo amino acid sequence, predict their binding affinity value. This is MHC class I binding data.. This data is from Peptide-MHC class I binding affinity with 185,985 pairs from IEDB/IMGT. (1) The peptide sequence is ANFSFRNTL. The MHC is H-2-Kb with pseudo-sequence H-2-Kb. The binding affinity (normalized) is 0.908. (2) The peptide sequence is GEYKSYCKL. The MHC is HLA-A68:02 with pseudo-sequence HLA-A68:02. The binding affinity (normalized) is 0. (3) The peptide sequence is IIYYQLAGY. The MHC is HLA-B15:09 with pseudo-sequence HLA-B15:09. The binding affinity (normalized) is 0.0847. (4) The peptide sequence is IMKNTTNTRR. The MHC is HLA-A31:01 with pseudo-sequence HLA-A31:01. The binding affinity (normalized) is 0.756. (5) The peptide sequence is SCWQKFDSLV. The MHC is H-2-Kb with pseudo-sequence H-2-Kb. The binding affinity (normalized) is 0.324.